From a dataset of Catalyst prediction with 721,799 reactions and 888 catalyst types from USPTO. Predict which catalyst facilitates the given reaction. Reactant: [F:1][C:2]([F:11])([F:10])[C:3]1[CH:9]=[CH:8][C:6]([NH2:7])=[CH:5][CH:4]=1.[C:12]([O:16][C:17](=O)[O:18]C(C)(C)C)([CH3:15])([CH3:14])[CH3:13].[OH-].[Na+]. Product: [F:1][C:2]([F:10])([F:11])[C:3]1[CH:9]=[CH:8][C:6]([NH:7][C:17](=[O:18])[O:16][C:12]([CH3:15])([CH3:14])[CH3:13])=[CH:5][CH:4]=1. The catalyst class is: 1.